Task: Regression. Given a peptide amino acid sequence and an MHC pseudo amino acid sequence, predict their binding affinity value. This is MHC class I binding data.. Dataset: Peptide-MHC class I binding affinity with 185,985 pairs from IEDB/IMGT (1) The peptide sequence is ILYKRETTR. The MHC is HLA-B18:01 with pseudo-sequence HLA-B18:01. The binding affinity (normalized) is 0.356. (2) The peptide sequence is YDAPGWLIW. The MHC is HLA-B14:02 with pseudo-sequence HLA-B14:02. The binding affinity (normalized) is 0.213. (3) The peptide sequence is RASLIPDATH. The MHC is HLA-A03:01 with pseudo-sequence HLA-A03:01. The binding affinity (normalized) is 0. (4) The peptide sequence is REVFYFGKF. The MHC is HLA-A02:03 with pseudo-sequence HLA-A02:03. The binding affinity (normalized) is 0.0847. (5) The peptide sequence is VLLLFLLLA. The MHC is HLA-A68:02 with pseudo-sequence HLA-A68:02. The binding affinity (normalized) is 0.129. (6) The peptide sequence is LPINRPIDWK. The binding affinity (normalized) is 0.178. The MHC is Patr-A0301 with pseudo-sequence Patr-A0301. (7) The peptide sequence is TSILGIGTVL. The MHC is Patr-B0101 with pseudo-sequence Patr-B0101. The binding affinity (normalized) is 0.403.